This data is from NCI-60 drug combinations with 297,098 pairs across 59 cell lines. The task is: Regression. Given two drug SMILES strings and cell line genomic features, predict the synergy score measuring deviation from expected non-interaction effect. Drug 1: CN(CC1=CN=C2C(=N1)C(=NC(=N2)N)N)C3=CC=C(C=C3)C(=O)NC(CCC(=O)O)C(=O)O. Drug 2: C(CC(=O)O)C(=O)CN.Cl. Cell line: CCRF-CEM. Synergy scores: CSS=58.9, Synergy_ZIP=2.72, Synergy_Bliss=1.47, Synergy_Loewe=-6.87, Synergy_HSA=4.50.